Dataset: Peptide-MHC class I binding affinity with 185,985 pairs from IEDB/IMGT. Task: Regression. Given a peptide amino acid sequence and an MHC pseudo amino acid sequence, predict their binding affinity value. This is MHC class I binding data. (1) The peptide sequence is VLEWRFDSRL. The MHC is HLA-B15:01 with pseudo-sequence HLA-B15:01. The binding affinity (normalized) is 0. (2) The peptide sequence is LSEMLNKEYI. The binding affinity (normalized) is 0.433. The MHC is H-2-Db with pseudo-sequence H-2-Db. (3) The peptide sequence is AIHPFALLL. The MHC is HLA-B27:05 with pseudo-sequence HLA-B27:05. The binding affinity (normalized) is 0.0847. (4) The peptide sequence is RVHSFFIQY. The MHC is HLA-A11:01 with pseudo-sequence HLA-A11:01. The binding affinity (normalized) is 1.00. (5) The MHC is H-2-Db with pseudo-sequence H-2-Db. The peptide sequence is QSIENMETI. The binding affinity (normalized) is 1.00. (6) The peptide sequence is EVVDMLSTY. The MHC is HLA-B35:01 with pseudo-sequence HLA-B35:01. The binding affinity (normalized) is 0.872.